Task: Predict the reactants needed to synthesize the given product.. Dataset: Full USPTO retrosynthesis dataset with 1.9M reactions from patents (1976-2016) (1) Given the product [Cl:1][C:2]1[CH:3]=[C:4]([CH:24]=[CH:25][CH:26]=1)[CH2:5][O:6][C:7]1[CH:16]=[C:15]2[C:10]([CH:11]=[C:12]([CH2:18][C:19]([O:21][CH2:22][CH3:23])=[O:20])[C:13](=[O:17])[NH:14]2)=[CH:9][CH:8]=1, predict the reactants needed to synthesize it. The reactants are: [Cl:1][C:2]1[CH:3]=[C:4]([CH:24]=[CH:25][CH:26]=1)[CH2:5][O:6][C:7]1[CH:16]=[C:15]2[C:10]([CH2:11][CH:12]([CH2:18][C:19]([O:21][CH2:22][CH3:23])=[O:20])[C:13](=[O:17])[NH:14]2)=[CH:9][CH:8]=1.ClC1C(=O)C(C#N)=C(C#N)C(=O)C=1Cl.C([O-])(O)=O.[Na+]. (2) Given the product [C:9]([O:8][C:6]([N:1]1[CH2:5][CH:4]=[CH:3][CH2:2]1)=[O:7])([CH3:12])([CH3:11])[CH3:10], predict the reactants needed to synthesize it. The reactants are: [NH:1]1[CH2:5][CH:4]=[CH:3][CH2:2]1.[C:6](O[C:6]([O:8][C:9]([CH3:12])([CH3:11])[CH3:10])=[O:7])([O:8][C:9]([CH3:12])([CH3:11])[CH3:10])=[O:7]. (3) Given the product [Cl:1][C:2]1[N:3]=[C:4]([NH:15][CH2:13][CH2:14][C:23](=[O:24])[NH2:21])[C:5]2[S:10][CH:9]=[C:8]([CH3:11])[C:6]=2[N:7]=1, predict the reactants needed to synthesize it. The reactants are: [Cl:1][C:2]1[N:3]=[C:4](Cl)[C:5]2[S:10][CH:9]=[C:8]([CH3:11])[C:6]=2[N:7]=1.[CH2:13]([N:15](CC)CC)[CH3:14].C[N:21]([CH:23]=[O:24])C. (4) Given the product [CH3:1][O:2][C:3]1[CH:8]=[CH:7][C:6]([C:9]([C:36]2[CH:41]=[CH:40][C:39]([O:42][CH3:43])=[CH:38][CH:37]=2)([C:30]2[CH:35]=[CH:34][CH:33]=[CH:32][CH:31]=2)[NH:10][C:11]2[O:12][C@H:13]([C:26]([F:29])([F:28])[F:27])[CH2:14][C@:15]([C:18]3[CH:23]=[C:22]([C:48]#[C:49][C:50]4[CH:51]=[N:52][CH:53]=[N:54][CH:55]=4)[CH:21]=[CH:20][C:19]=3[F:25])([CH3:17])[N:16]=2)=[CH:5][CH:4]=1, predict the reactants needed to synthesize it. The reactants are: [CH3:1][O:2][C:3]1[CH:8]=[CH:7][C:6]([C:9]([C:36]2[CH:41]=[CH:40][C:39]([O:42][CH3:43])=[CH:38][CH:37]=2)([C:30]2[CH:35]=[CH:34][CH:33]=[CH:32][CH:31]=2)[NH:10][C:11]2[O:12][C@H:13]([C:26]([F:29])([F:28])[F:27])[CH2:14][C@:15]([C:18]3[CH:23]=[C:22](I)[CH:21]=[CH:20][C:19]=3[F:25])([CH3:17])[N:16]=2)=[CH:5][CH:4]=1.C[Si]([C:48]#[C:49][C:50]1[CH:51]=[N:52][CH:53]=[N:54][CH:55]=1)(C)C. (5) Given the product [F:1][C:2]1[CH:7]=[CH:6][C:5]([S:8]([N:11]2[CH2:16][CH2:15][CH:14]([NH:17][C:18]3[N:23]=[C:22]([C:35]4[CH:36]=[CH:37][C:32]([F:31])=[CH:33][CH:34]=4)[N:21]=[C:20]([O:25][CH2:26][C:27]([F:30])([F:29])[F:28])[N:19]=3)[CH2:13][CH2:12]2)(=[O:10])=[O:9])=[CH:4][CH:3]=1, predict the reactants needed to synthesize it. The reactants are: [F:1][C:2]1[CH:7]=[CH:6][C:5]([S:8]([N:11]2[CH2:16][CH2:15][CH:14]([NH:17][C:18]3[N:23]=[C:22](Cl)[N:21]=[C:20]([O:25][CH2:26][C:27]([F:30])([F:29])[F:28])[N:19]=3)[CH2:13][CH2:12]2)(=[O:10])=[O:9])=[CH:4][CH:3]=1.[F:31][C:32]1[CH:37]=[CH:36][C:35](B(O)O)=[CH:34][CH:33]=1.C([O-])([O-])=O.[Na+].[Na+]. (6) Given the product [F:35][C:33]([F:36])([F:34])[C:29]1[CH:28]=[C:27]([N:9]2[C:10]3[CH2:11][CH2:12][CH2:13][C:14](=[O:26])[C:15]=3[CH:16]([C:18]3[CH:19]=[CH:20][C:21]([C:22]#[N:23])=[CH:24][CH:25]=3)[N:17]([CH2:38][CH:39]3[CH2:43][CH2:42][O:41][CH2:40]3)[C:8]2=[O:7])[CH:32]=[CH:31][CH:30]=1, predict the reactants needed to synthesize it. The reactants are: C(=O)([O-])[O-].[K+].[K+].[O:7]=[C:8]1[NH:17][CH:16]([C:18]2[CH:25]=[CH:24][C:21]([C:22]#[N:23])=[CH:20][CH:19]=2)[C:15]2[C:14](=[O:26])[CH2:13][CH2:12][CH2:11][C:10]=2[N:9]1[C:27]1[CH:32]=[CH:31][CH:30]=[C:29]([C:33]([F:36])([F:35])[F:34])[CH:28]=1.Br[CH2:38][CH:39]1[CH2:43][CH2:42][O:41][CH2:40]1.